Dataset: Forward reaction prediction with 1.9M reactions from USPTO patents (1976-2016). Task: Predict the product of the given reaction. (1) Given the reactants [Cl:1][C:2]1[CH:7]=[CH:6][C:5]([N+:8]([O-])=O)=[CH:4][C:3]=1[S:11][CH2:12][C:13](Cl)=C.[CH3:16]COC(C)=O.O, predict the reaction product. The product is: [NH2:8][C:5]1[C:4]2[CH:16]=[C:12]([CH3:13])[S:11][C:3]=2[C:2]([Cl:1])=[CH:7][CH:6]=1. (2) Given the reactants [CH3:1][O:2][C:3]1[C:11]([O:12][CH2:13][C:14]2[CH:19]=[CH:18][CH:17]=[CH:16][CH:15]=2)=[CH:10][C:6]([C:7](O)=[O:8])=[C:5]([N+:20]([O-:22])=[O:21])[CH:4]=1.C(Cl)(=O)C(Cl)=O.O.[OH-].[NH4+:31], predict the reaction product. The product is: [CH3:1][O:2][C:3]1[C:11]([O:12][CH2:13][C:14]2[CH:19]=[CH:18][CH:17]=[CH:16][CH:15]=2)=[CH:10][C:6]([C:7]([NH2:31])=[O:8])=[C:5]([N+:20]([O-:22])=[O:21])[CH:4]=1. (3) Given the reactants [Br:1][C:2]1[CH:7]=[CH:6][C:5]([NH:8][C:9]2[C:14]([N+:15]([O-:17])=[O:16])=[C:13]([F:18])[CH:12]=[C:11](F)[C:10]=2[F:20])=[C:4]([F:21])[CH:3]=1.[CH3:22][O-:23].[Na+], predict the reaction product. The product is: [Br:1][C:2]1[CH:7]=[CH:6][C:5]([NH:8][C:9]2[C:14]([N+:15]([O-:17])=[O:16])=[C:13]([F:18])[CH:12]=[C:11]([O:23][CH3:22])[C:10]=2[F:20])=[C:4]([F:21])[CH:3]=1. (4) Given the reactants C([O:7][CH:8]1[CH2:11][CH:10]([O:12][Si:13]([C:16]([CH3:19])([CH3:18])[CH3:17])([CH3:15])[CH3:14])[CH2:9]1)(=O)C(C)(C)C.[H-].C([Al+]CC(C)C)C(C)C, predict the reaction product. The product is: [Si:13]([O:12][CH:10]1[CH2:11][CH:8]([OH:7])[CH2:9]1)([C:16]([CH3:19])([CH3:18])[CH3:17])([CH3:15])[CH3:14]. (5) Given the reactants [OH:1][CH2:2][CH2:3][CH2:4][CH2:5][CH2:6][CH2:7][O:8][C:9]1[CH:10]=[C:11]([CH:15]=[CH:16][C:17]=1[O:18][CH2:19][CH2:20][CH2:21][CH2:22][CH2:23][CH2:24][OH:25])[C:12]([OH:14])=[O:13].C(N(CC)C1C=CC=CC=1)C.C(C1[C:46]([OH:47])=[C:45]([C:48](C)(C)C)C=C(C)C=1)(C)(C)C.[C:53](Cl)(=[O:56])[CH:54]=[CH2:55], predict the reaction product. The product is: [C:53]([O:1][CH2:2][CH2:3][CH2:4][CH2:5][CH2:6][CH2:7][O:8][C:9]1[CH:10]=[C:11]([CH:15]=[CH:16][C:17]=1[O:18][CH2:19][CH2:20][CH2:21][CH2:22][CH2:23][CH2:24][O:25][C:46](=[O:47])[CH:45]=[CH2:48])[C:12]([OH:14])=[O:13])(=[O:56])[CH:54]=[CH2:55]. (6) Given the reactants Cl.C[O:3][C:4](=[O:14])[C@H:5]([CH2:7][C:8]1[CH:13]=[CH:12][CH:11]=[CH:10][CH:9]=1)[NH2:6].O.[C:16](=[O:19])([O-])[O-:17].[Na+].[Na+].C(OC(OO[C:26]([CH3:29])([CH3:28])[CH3:27])=O)(OO[C:26]([CH3:29])([CH3:28])[CH3:27])=O, predict the reaction product. The product is: [C:26]([O:17][C:16]([NH:6][C@H:5]([C:4]([OH:3])=[O:14])[CH2:7][C:8]1[CH:13]=[CH:12][CH:11]=[CH:10][CH:9]=1)=[O:19])([CH3:29])([CH3:28])[CH3:27]. (7) Given the reactants [Br:1][C:2]1[CH:3]=[C:4]2[C:12](=[CH:13][CH:14]=1)[NH:11][C:10]1[CH:9]([NH2:15])[CH2:8][CH2:7][CH2:6][C:5]2=1.Cl[C:17]([O:19][CH3:20])=[O:18], predict the reaction product. The product is: [Br:1][C:2]1[CH:3]=[C:4]2[C:12](=[CH:13][CH:14]=1)[NH:11][C:10]1[CH:9]([NH:15][C:17](=[O:18])[O:19][CH3:20])[CH2:8][CH2:7][CH2:6][C:5]2=1. (8) Given the reactants [C:1]12[N:22]=[C:15]([N:16]=[CH:17][C:18]=1[C:19]([OH:21])=O)[NH:14][CH2:13][CH2:12][CH2:11][CH2:10][CH2:9][O:8][CH2:7][CH2:6][O:5][CH2:4][CH2:3][NH:2]2.[N:23]1([C:28]2[N:33]=[CH:32][C:31]([CH2:34][NH2:35])=[CH:30][CH:29]=2)[CH:27]=[CH:26][CH:25]=[N:24]1.CCN(C(C)C)C(C)C.CN(C(ON1N=NC2C=CC=NC1=2)=[N+](C)C)C.F[P-](F)(F)(F)(F)F, predict the reaction product. The product is: [N:23]1([C:28]2[N:33]=[CH:32][C:31]([CH2:34][NH:35][C:19]([C:18]3[CH:17]=[N:16][C:15]4[NH:14][CH2:13][CH2:12][CH2:11][CH2:10][CH2:9][O:8][CH2:7][CH2:6][O:5][CH2:4][CH2:3][NH:2][C:1]=3[N:22]=4)=[O:21])=[CH:30][CH:29]=2)[CH:27]=[CH:26][CH:25]=[N:24]1. (9) Given the reactants [CH3:1][S:2](Cl)(=[O:4])=[O:3].[Cl:6][C:7]1[N:12]=[C:11]([NH:13][C:14]2[C:15]([NH2:20])=[CH:16][CH:17]=[CH:18][CH:19]=2)[C:10]([F:21])=[CH:9][N:8]=1, predict the reaction product. The product is: [Cl:6][C:7]1[N:12]=[C:11]([NH:13][C:14]2[CH:19]=[CH:18][CH:17]=[CH:16][C:15]=2[NH:20][S:2]([CH3:1])(=[O:4])=[O:3])[C:10]([F:21])=[CH:9][N:8]=1.